This data is from Forward reaction prediction with 1.9M reactions from USPTO patents (1976-2016). The task is: Predict the product of the given reaction. (1) Given the reactants [F:1][C:2]([F:35])([F:34])[C:3]1[N:8]=[CH:7][C:6]([CH2:9][N:10]2[CH2:17][CH2:16][C:13]3([CH2:15][CH2:14]3)[CH2:12][CH:11]2[C:18]([NH:20][C:21]2([C:24]3[CH:33]=[CH:32][C:27]([C:28]([O:30]C)=[O:29])=[CH:26][CH:25]=3)[CH2:23][CH2:22]2)=[O:19])=[CH:5][CH:4]=1.[Li+].[OH-], predict the reaction product. The product is: [F:35][C:2]([F:1])([F:34])[C:3]1[N:8]=[CH:7][C:6]([CH2:9][N:10]2[CH2:17][CH2:16][C:13]3([CH2:15][CH2:14]3)[CH2:12][CH:11]2[C:18]([NH:20][C:21]2([C:24]3[CH:33]=[CH:32][C:27]([C:28]([OH:30])=[O:29])=[CH:26][CH:25]=3)[CH2:22][CH2:23]2)=[O:19])=[CH:5][CH:4]=1. (2) Given the reactants [NH2:1][C:2]1[C:11]([CH2:12][CH:13]2[CH2:18][CH2:17][O:16][CH2:15][CH2:14]2)=[CH:10][C:9]2[C:4](=[CH:5][C:6]([F:28])=[C:7]([S:19][C:20]3[CH:21]=[C:22]([CH:25]=[CH:26][CH:27]=3)[CH:23]=O)[CH:8]=2)[N:3]=1.[CH2:29]([O:31][C:32]1[CH:39]=[CH:38][CH:37]=[CH:36][C:33]=1[CH2:34][NH2:35])[CH3:30].[BH4-].[Na+].[OH-].[Na+], predict the reaction product. The product is: [CH2:29]([O:31][C:32]1[CH:39]=[CH:38][CH:37]=[CH:36][C:33]=1[CH2:34][NH:35][CH2:23][C:22]1[CH:21]=[C:20]([S:19][C:7]2[CH:8]=[C:9]3[C:4](=[CH:5][C:6]=2[F:28])[N:3]=[C:2]([NH2:1])[C:11]([CH2:12][CH:13]2[CH2:18][CH2:17][O:16][CH2:15][CH2:14]2)=[CH:10]3)[CH:27]=[CH:26][CH:25]=1)[CH3:30]. (3) Given the reactants [CH:1]1([NH:4][C:5]([NH:7][C:8]2[CH:13]=[CH:12][C:11]([O:14][C:15]3[CH:20]=[CH:19][N:18]=[C:17]4[CH:21]=[C:22]([C:24]5[CH:29]=[CH:28][C:27]([CH2:30][N:31]6[CH2:36][CH2:35][NH:34][CH2:33][CH2:32]6)=[CH:26][N:25]=5)[S:23][C:16]=34)=[C:10]([F:37])[CH:9]=2)=[O:6])[CH2:3][CH2:2]1.C(N(CC)CC)C.Cl[CH2:46][C:47](Cl)=[O:48].[CH3:50][N:51]([CH3:55])[CH2:52][CH2:53][NH2:54], predict the reaction product. The product is: [CH:1]1([NH:4][C:5]([NH:7][C:8]2[CH:13]=[CH:12][C:11]([O:14][C:15]3[CH:20]=[CH:19][N:18]=[C:17]4[CH:21]=[C:22]([C:24]5[CH:29]=[CH:28][C:27]([CH2:30][N:31]6[CH2:32][CH2:33][N:34]([C:47](=[O:48])[CH2:46][NH:54][CH2:53][CH2:52][N:51]([CH3:55])[CH3:50])[CH2:35][CH2:36]6)=[CH:26][N:25]=5)[S:23][C:16]=34)=[C:10]([F:37])[CH:9]=2)=[O:6])[CH2:3][CH2:2]1. (4) Given the reactants [CH2:1]=O.[CH:3](=[O:7])[CH:4]([CH3:6])[CH3:5].[CH3:8][NH:9][CH3:10], predict the reaction product. The product is: [CH3:5][C:4]([CH3:1])([CH2:6][N:9]([CH3:10])[CH3:8])[CH:3]=[O:7].